From a dataset of Reaction yield outcomes from USPTO patents with 853,638 reactions. Predict the reaction yield, written as a fraction of the theoretical maximum amount of product (1.0 means a 100% yield; for example, 0.34 means a 34% yield). The reactants are O[CH2:2][CH2:3][CH2:4][N:5]1[C:9]2[CH:10]=[CH:11][C:12]([CH:14]=[O:15])=[CH:13][C:8]=2[NH:7][C:6]1=[O:16].C(Br)(Br)(Br)[Br:18].C1(P(C2C=CC=CC=2)C2C=CC=CC=2)C=CC=CC=1. The catalyst is ClCCl. The product is [Br:18][CH2:2][CH2:3][CH2:4][N:5]1[C:9]2[CH:10]=[CH:11][C:12]([CH:14]=[O:15])=[CH:13][C:8]=2[NH:7][C:6]1=[O:16]. The yield is 0.200.